The task is: Predict which catalyst facilitates the given reaction.. This data is from Catalyst prediction with 721,799 reactions and 888 catalyst types from USPTO. (1) Reactant: [Cl:1][C:2]1[C:7]([CH3:8])=[C:6]([Cl:9])[N:5]2[N:10]=[CH:11][C:12]([CH:13]=[O:14])=[C:4]2[N:3]=1.C1(C)C=CC(S([O-])(=O)=O)=CC=1.[NH+]1C=CC=CC=1.[CH2:32](O)[CH2:33][CH2:34][OH:35].O. Product: [Cl:1][C:2]1[C:7]([CH3:8])=[C:6]([Cl:9])[N:5]2[N:10]=[CH:11][C:12]([CH:13]3[O:35][CH2:34][CH2:33][CH2:32][O:14]3)=[C:4]2[N:3]=1. The catalyst class is: 11. (2) Reactant: Br[C:2]1[CH:3]=[C:4]2[C:9](=[CH:10][CH:11]=1)[C:8](=[O:12])[NH:7][N:6]=[C:5]2[Cl:13].[N:14]1([C:19]2[CH:20]=[C:21]([CH:24]=[CH:25][CH:26]=2)[CH2:22][NH2:23])[CH:18]=[CH:17][CH:16]=[CH:15]1.C1C=CC(P(C2C(C3C(P(C4C=CC=CC=4)C4C=CC=CC=4)=CC=C4C=3C=CC=C4)=C3C(C=CC=C3)=CC=2)C2C=CC=CC=2)=CC=1.CC([O-])(C)C.[Na+]. Product: [Cl:13][C:5]1[C:4]2[C:9](=[CH:10][CH:11]=[C:2]([NH:23][CH2:22][C:21]3[CH:24]=[CH:25][CH:26]=[C:19]([N:14]4[CH:18]=[CH:17][CH:16]=[CH:15]4)[CH:20]=3)[CH:3]=2)[C:8](=[O:12])[NH:7][N:6]=1. The catalyst class is: 686. (3) Reactant: [CH3:1][CH:2]([CH3:23])[CH2:3][CH2:4][CH2:5][CH2:6][CH2:7][CH2:8][C:9]1[CH:14]=[CH:13][C:12]([NH:15]C(=O)OC(C)(C)C)=[CH:11][CH:10]=1.FC(F)(F)C(O)=O. Product: [CH3:1][CH:2]([CH3:23])[CH2:3][CH2:4][CH2:5][CH2:6][CH2:7][CH2:8][C:9]1[CH:10]=[CH:11][C:12]([NH2:15])=[CH:13][CH:14]=1. The catalyst class is: 4. (4) Reactant: [Cl:1][C:2]1[C:3]2[NH:10][CH:9]=[CH:8][C:4]=2[N:5]=[CH:6][N:7]=1.[F:11][C:12]1[CH:13]=[C:14]([CH:26]=[CH:27][CH:28]=1)[CH2:15][N:16]1[C:24]2[C:19](=[CH:20][C:21]([NH2:25])=[CH:22][CH:23]=2)[CH:18]=[CH:17]1.C(OCC)(=O)C. Product: [ClH:1].[F:11][C:12]1[CH:13]=[C:14]([CH:26]=[CH:27][CH:28]=1)[CH2:15][N:16]1[C:24]2[C:19](=[CH:20][C:21]([NH:25][C:2]3[C:3]4[NH:10][CH:9]=[CH:8][C:4]=4[N:5]=[CH:6][N:7]=3)=[CH:22][CH:23]=2)[CH:18]=[CH:17]1. The catalyst class is: 9. (5) Reactant: [F:1][C:2]1[C:10]([O:11][C:12]2[C:17]3=[C:18]([CH3:25])[C:19](C(O)(C)C)=[CH:20][N:16]3[N:15]=[CH:14][N:13]=2)=[CH:9][CH:8]=[C:7]2[C:3]=1[CH:4]=[C:5]([CH3:26])[NH:6]2.[C:27]([O-:30])([O-])=O.[K+].[K+].[C:33](OCC)(=[O:35])[CH3:34]. Product: [F:1][C:2]1[C:10]([O:11][C:12]2[C:17]3=[C:18]([CH3:25])[C:19]([O:35][CH2:33][C@@H:34]4[CH2:27][O:30]4)=[CH:20][N:16]3[N:15]=[CH:14][N:13]=2)=[CH:9][CH:8]=[C:7]2[C:3]=1[CH:4]=[C:5]([CH3:26])[NH:6]2. The catalyst class is: 3. (6) The catalyst class is: 3. Product: [NH:50]1[C:58]2[C:53](=[C:54]([C:59]3[CH:67]=[C:66]4[C:62]([CH:63]=[N:64][NH:65]4)=[C:61]([NH:74][C:14]([C:12]4[CH:11]=[CH:10][CH:9]=[C:8]([CH2:7][N:1]5[CH2:2][CH2:3][CH2:4][CH2:5][CH2:6]5)[N:13]=4)=[O:16])[CH:60]=3)[CH:55]=[CH:56][CH:57]=2)[CH:52]=[CH:51]1. Reactant: [N:1]1([CH2:7][C:8]2[N:13]=[C:12]([C:14]([OH:16])=O)[CH:11]=[CH:10][CH:9]=2)[CH2:6][CH2:5][CH2:4][CH2:3][CH2:2]1.F[P-](F)(F)(F)(F)F.N1(OC(N(C)C)=[N+](C)C)C2N=CC=CC=2N=N1.CCN(C(C)C)C(C)C.[NH:50]1[C:58]2[C:53](=[C:54]([C:59]3[CH:60]=[C:61]([NH2:74])[C:62]4[C:66]([CH:67]=3)=[N:65][N:64](C3CCCCO3)[CH:63]=4)[CH:55]=[CH:56][CH:57]=2)[CH:52]=[CH:51]1.C(=O)(O)[O-].[Na+]. (7) Reactant: [Cl:1][C:2]1[CH:3]=[CH:4][C:5]2[N:11]3[CH:12]=[CH:13][CH:14]=[C:10]3[C@@H:9]([CH2:15][CH2:16][C:17]([NH:19][CH2:20][CH2:21][C:22]#[N:23])=O)[O:8][C@H:7]([C:24]3[CH:29]=[CH:28][CH:27]=[C:26]([O:30][CH3:31])[C:25]=3[O:32][CH3:33])[C:6]=2[CH:34]=1.C1(P(C2C=CC=CC=2)C2C=CC=CC=2)C=CC=CC=1.C[Si]([N:58]=[N+:59]=[N-:60])(C)C.C(=O)(O)[O-].[Na+]. Product: [Cl:1][C:2]1[CH:3]=[CH:4][C:5]2[N:11]3[CH:12]=[CH:13][CH:14]=[C:10]3[C@@H:9]([CH2:15][CH2:16][C:17]3[N:19]([CH2:20][CH2:21][C:22]#[N:23])[N:60]=[N:59][N:58]=3)[O:8][C@H:7]([C:24]3[CH:29]=[CH:28][CH:27]=[C:26]([O:30][CH3:31])[C:25]=3[O:32][CH3:33])[C:6]=2[CH:34]=1. The catalyst class is: 7.